From a dataset of Full USPTO retrosynthesis dataset with 1.9M reactions from patents (1976-2016). Predict the reactants needed to synthesize the given product. (1) The reactants are: [OH:1][C:2]1[CH:11]=[CH:10][C:5]([C:6]([O:8][CH3:9])=[O:7])=[CH:4][C:3]=1[C:12]([NH:14][CH:15]1[CH2:20][CH2:19][CH2:18][CH:17]([C:21]([O:23][CH3:24])=[O:22])[CH2:16]1)=[O:13].[C:25]1([O:31][CH2:32][CH2:33][CH2:34]/[CH:35]=[CH:36]\[C:37]2[CH:42]=[CH:41][C:40]([CH2:43][CH2:44][CH2:45]Br)=[CH:39][CH:38]=2)[CH:30]=[CH:29][CH:28]=[CH:27][CH:26]=1. Given the product [CH3:24][O:23][C:21]([CH:17]1[CH2:18][CH2:19][CH2:20][CH:15]([NH:14][C:12]([C:3]2[CH:4]=[C:5]([CH:10]=[CH:11][C:2]=2[O:1][CH2:45][CH2:44][CH2:43][C:40]2[CH:41]=[CH:42][C:37](/[CH:36]=[CH:35]\[CH2:34][CH2:33][CH2:32][O:31][C:25]3[CH:26]=[CH:27][CH:28]=[CH:29][CH:30]=3)=[CH:38][CH:39]=2)[C:6]([O:8][CH3:9])=[O:7])=[O:13])[CH2:16]1)=[O:22], predict the reactants needed to synthesize it. (2) Given the product [OH:2][CH2:3][CH2:4][C:5]1[CH:6]=[C:7]([N:11]2[CH2:15][CH2:14][NH:13][C:12]2=[O:16])[CH:8]=[CH:9][CH:10]=1, predict the reactants needed to synthesize it. The reactants are: C[O:2][C:3](=O)[CH2:4][C:5]1[CH:10]=[CH:9][CH:8]=[C:7]([N:11]2[CH2:15][CH2:14][NH:13][C:12]2=[O:16])[CH:6]=1.[BH4-].[Li+].O. (3) Given the product [C:31]([O:1][CH:2]1[C:19]([CH3:20])([CH3:21])[O:18][C:17]2[C:4](=[C:5]3[C:14](=[C:15]([O:22][CH3:23])[CH:16]=2)[C:13](=[O:24])[C:12]2[C:7](=[CH:8][CH:9]=[C:10]4[CH:28]=[CH:27][CH:26]=[CH:25][C:11]4=2)[N:6]3[CH3:29])[C:3]1=[O:30])(=[O:33])[CH3:32], predict the reactants needed to synthesize it. The reactants are: [OH:1][CH:2]1[C:19]([CH3:21])([CH3:20])[O:18][C:17]2[C:4](=[C:5]3[C:14](=[C:15]([O:22][CH3:23])[CH:16]=2)[C:13](=[O:24])[C:12]2[C:7](=[CH:8][CH:9]=[C:10]4[CH:28]=[CH:27][CH:26]=[CH:25][C:11]4=2)[N:6]3[CH3:29])[C:3]1=[O:30].[C:31](OC(=O)C)(=[O:33])[CH3:32].